From a dataset of CYP1A2 inhibition data for predicting drug metabolism from PubChem BioAssay. Regression/Classification. Given a drug SMILES string, predict its absorption, distribution, metabolism, or excretion properties. Task type varies by dataset: regression for continuous measurements (e.g., permeability, clearance, half-life) or binary classification for categorical outcomes (e.g., BBB penetration, CYP inhibition). Dataset: cyp1a2_veith. (1) The drug is COCCn1c(=O)c(CCc2ccccc2)nc2cnc(Oc3ccc(OC)cc3)nc21. The result is 1 (inhibitor). (2) The compound is Cn1c(=O)n(C)c2cc([N+](=O)[O-])c(N3CCN(C(=O)c4ccccc4Cl)CC3)cc21. The result is 0 (non-inhibitor). (3) The drug is COc1cccc(-c2cncnc2NCCc2c[nH]c3ccc(OC)cc23)c1. The result is 1 (inhibitor). (4) The compound is Cc1ccccc1-c1nccc(-n2ccnc2)n1. The result is 1 (inhibitor). (5) The compound is CC[N+](CC)(CC(=O)Nc1c(C)cccc1C)Cc1ccccc1.O=C([O-])c1ccccc1. The result is 0 (non-inhibitor).